This data is from Experimentally validated miRNA-target interactions with 360,000+ pairs, plus equal number of negative samples. The task is: Binary Classification. Given a miRNA mature sequence and a target amino acid sequence, predict their likelihood of interaction. The miRNA is mmu-miR-3095-5p with sequence AAGCUUUCUCAUCUGUGACACU. The protein sequence of the target gene is MATSANLDIGAQLIVEECPSSYISGMPDIKLEHQLDPNPDEGAAQGVAMGMKFILPNRFDMNVCSRFVKSLNEEDSKNIQDQVNSDLEVASVLFKAECNIHTSPSPGIQVRHVYTPSTTKHFSPIKQSTTLTNKHRGNEVSTTPLLANSLSAHQLAAQGEMLYLATRIEQENVINHTDEEGFTPLMWAAAHGQIAVVEFLLQNGADPQLLGKGRESALSLACSKGYTDIVKMLLDCGVDVNEYDWNGGTPLLYAVHGNHVKCVKMLLENGADPTIETDSGYNSMDLAVALGYRGVQQAIE.... Result: 0 (no interaction).